From a dataset of Reaction yield outcomes from USPTO patents with 853,638 reactions. Predict the reaction yield, written as a fraction of the theoretical maximum amount of product (1.0 means a 100% yield; for example, 0.34 means a 34% yield). (1) The reactants are [CH3:1][C:2]1[C:6]2[C:7](=[O:19])[N:8]([CH2:11][CH2:12][N:13]3[CH2:18][CH2:17][O:16][CH2:15][CH2:14]3)[CH2:9][CH2:10][C:5]=2[NH:4][C:3]=1[CH:20]=O.[F:22][C:23]1[CH:24]=[C:25]2[C:29](=[CH:30][CH:31]=1)[NH:28][C:27](=[O:32])[CH2:26]2.N1CCCCC1. The catalyst is C(O)C. The product is [F:22][C:23]1[CH:24]=[C:25]2[C:29](=[CH:30][CH:31]=1)[NH:28][C:27](=[O:32])[C:26]2=[CH:20][C:3]1[NH:4][C:5]2[CH2:10][CH2:9][N:8]([CH2:11][CH2:12][N:13]3[CH2:14][CH2:15][O:16][CH2:17][CH2:18]3)[C:7](=[O:19])[C:6]=2[C:2]=1[CH3:1]. The yield is 0.380. (2) The reactants are [Cl:1][C:2]1[C:3]([O:12][C:13]2[CH:18]=[C:17]([O:19][CH2:20][CH2:21][O:22][CH3:23])[CH:16]=[CH:15][C:14]=2[CH2:24][CH2:25][CH2:26][NH2:27])=[N:4][CH:5]=[C:6]([C:8]([F:11])([F:10])[F:9])[CH:7]=1.[C:28]1([S:34]([N:37]=[C:38]=[O:39])(=[O:36])=[O:35])[CH:33]=[CH:32][CH:31]=[CH:30][CH:29]=1. The catalyst is C(#N)C. The product is [Cl:1][C:2]1[C:3]([O:12][C:13]2[CH:18]=[C:17]([O:19][CH2:20][CH2:21][O:22][CH3:23])[CH:16]=[CH:15][C:14]=2[CH2:24][CH2:25][CH2:26][NH:27][C:38]([NH:37][S:34]([C:28]2[CH:29]=[CH:30][CH:31]=[CH:32][CH:33]=2)(=[O:36])=[O:35])=[O:39])=[N:4][CH:5]=[C:6]([C:8]([F:9])([F:11])[F:10])[CH:7]=1. The yield is 0.130. (3) The reactants are [C:1]([O:5][C:6]([N:8]1[C:12]2=[N:13][CH:14]=[C:15](Br)[CH:16]=[C:11]2[C:10]([C:18](=[O:28])[C:19]2[CH:24]=[CH:23][CH:22]=[C:21]([O:25][CH3:26])[C:20]=2[F:27])=[CH:9]1)=[O:7])([CH3:4])([CH3:3])[CH3:2].[S:29]1[CH:33]=[CH:32][CH:31]=[C:30]1B(O)O.C(=O)([O-])[O-].[K+].[K+]. The catalyst is O1CCCC1.O. The product is [C:1]([O:5][C:6]([N:8]1[C:12]2=[N:13][CH:14]=[C:15]([C:30]3[S:29][CH:33]=[CH:32][CH:31]=3)[CH:16]=[C:11]2[C:10]([C:18](=[O:28])[C:19]2[CH:24]=[CH:23][CH:22]=[C:21]([O:25][CH3:26])[C:20]=2[F:27])=[CH:9]1)=[O:7])([CH3:4])([CH3:3])[CH3:2]. The yield is 0.850. (4) The reactants are Cl(O)(=O)(=O)=O.[CH2:6]([O:8][C:9](=[O:31])[CH:10]([C:12]1[C:21]([O:22][CH2:23][C:24]2[CH:29]=[CH:28][CH:27]=[CH:26][CH:25]=2)=[C:20]([Cl:30])[CH:19]=[C:18]2[C:13]=1[CH:14]=[CH:15][CH:16]=[N:17]2)[OH:11])[CH3:7]. No catalyst specified. The product is [CH2:6]([O:8][C:9](=[O:31])[CH:10]([C:12]1[C:21]([O:22][CH2:23][C:24]2[CH:29]=[CH:28][CH:27]=[CH:26][CH:25]=2)=[C:20]([Cl:30])[CH:19]=[C:18]2[C:13]=1[CH:14]=[CH:15][CH:16]=[N:17]2)[O:11][C:12]([CH3:21])([CH3:13])[CH3:10])[CH3:7]. The yield is 0.810.